This data is from Full USPTO retrosynthesis dataset with 1.9M reactions from patents (1976-2016). The task is: Predict the reactants needed to synthesize the given product. (1) Given the product [Cl:1][C:2]1[CH:7]=[CH:6][C:5]2[N:4]([C:12]([OH:13])=[N:10][N:11]=2)[N:3]=1, predict the reactants needed to synthesize it. The reactants are: [Cl:1][C:2]1[N:3]=[N:4][C:5](Cl)=[CH:6][CH:7]=1.Cl.[NH:10]([C:12](N)=[O:13])[NH2:11]. (2) Given the product [CH2:2]([O:9][C@H:10]1[C@H:15]([O:16][CH2:17][C:18]2[CH:19]=[CH:20][CH:21]=[CH:22][CH:23]=2)[C@@H:14]([CH2:24][O:25][CH2:26][C:27]2[CH:32]=[CH:31][CH:30]=[CH:29][CH:28]=2)[O:13][CH:12]([OH:35])[CH2:11]1)[C:3]1[CH:4]=[CH:5][CH:6]=[CH:7][CH:8]=1, predict the reactants needed to synthesize it. The reactants are: Br.[CH2:2]([O:9][C@H:10]1[C@H:15]([O:16][CH2:17][C:18]2[CH:23]=[CH:22][CH:21]=[CH:20][CH:19]=2)[C@@H:14]([CH2:24][O:25][CH2:26][C:27]2[CH:32]=[CH:31][CH:30]=[CH:29][CH:28]=2)[O:13][CH:12]=[CH:11]1)[C:3]1[CH:8]=[CH:7][CH:6]=[CH:5][CH:4]=1.O.C(=O)([O-])[O-:35].[Na+].[Na+]. (3) Given the product [CH2:1]([O:3][C:4](=[O:21])[CH2:5][C:6]1[CH:7]=[N:8][CH:9]=[C:10]([C:12]2[CH:17]=[CH:16][C:15]([F:18])=[CH:14][C:13]=2[CH2:19][NH:28][CH2:26][CH3:27])[CH:11]=1)[CH3:2], predict the reactants needed to synthesize it. The reactants are: [CH2:1]([O:3][C:4](=[O:21])[CH2:5][C:6]1[CH:7]=[N:8][CH:9]=[C:10]([C:12]2[CH:17]=[CH:16][C:15]([F:18])=[CH:14][C:13]=2[CH:19]=O)[CH:11]=1)[CH3:2].C([BH3-])#N.[Na+].[CH2:26]([NH2:28])[CH3:27].C(O)(=O)C. (4) Given the product [NH2:1][C:2]1[C:7]([F:8])=[C:6]([NH:13][NH2:14])[N:5]=[C:4]([C:10]#[N:11])[C:3]=1[Cl:12], predict the reactants needed to synthesize it. The reactants are: [NH2:1][C:2]1[C:7]([F:8])=[C:6](F)[N:5]=[C:4]([C:10]#[N:11])[C:3]=1[Cl:12].[NH2:13][NH2:14].